From a dataset of Catalyst prediction with 721,799 reactions and 888 catalyst types from USPTO. Predict which catalyst facilitates the given reaction. (1) Reactant: [O:1]([CH2:8][CH2:9][S:10][CH2:11][C:12]1[CH:17]=[CH:16][C:15]([C:18]2[C:19]([C:24]([OH:26])=O)=[CH:20][CH:21]=[CH:22][CH:23]=2)=[CH:14][CH:13]=1)[C:2]1[CH:7]=[CH:6][CH:5]=[CH:4][CH:3]=1.C(N1C=CN=C1)(N1C=CN=C1)=O.[CH3:39][N:40]([CH3:46])[CH2:41][CH2:42][CH2:43][CH2:44][NH2:45]. Product: [CH3:39][N:40]([CH3:46])[CH2:41][CH2:42][CH2:43][CH2:44][NH:45][C:24]([C:19]1[C:18]([C:15]2[CH:14]=[CH:13][C:12]([CH2:11][S:10][CH2:9][CH2:8][O:1][C:2]3[CH:7]=[CH:6][CH:5]=[CH:4][CH:3]=3)=[CH:17][CH:16]=2)=[CH:23][CH:22]=[CH:21][CH:20]=1)=[O:26]. The catalyst class is: 1. (2) Reactant: C(OC([N:6]1[CH2:12][CH2:11][C:10]2[C:13]([CH3:17])=[C:14](Br)[S:15][C:9]=2[CH2:8][CH2:7]1)=O)C.C([Li])CCC.[CH3:23][C:24]([CH3:29])([CH3:28])[C:25](Cl)=[O:26]. Product: [CH3:23][C:24]([CH3:29])([CH3:28])[C:25]([C:14]1[S:15][C:9]2[CH2:8][CH2:7][NH:6][CH2:12][CH2:11][C:10]=2[C:13]=1[CH3:17])=[O:26]. The catalyst class is: 1. (3) Reactant: [C:1]([C:3]1[CH:8]=[CH:7][C:6]([NH:9][C:10]([CH:12]2[NH:16][CH:15]([CH2:17][C:18]([CH3:21])([CH3:20])[CH3:19])[C:14]3([C:29]4[C:24](=[CH:25][C:26]([Cl:30])=[CH:27][CH:28]=4)[NH:23][C:22]3=[O:31])[CH:13]2[C:32]2[CH:37]=[C:36]([F:38])[CH:35]=[C:34]([Cl:39])[CH:33]=2)=[O:11])=[CH:5][CH:4]=1)#[N:2].[OH:40]O.[OH-].[Na+]. Product: [C:1]([C:3]1[CH:4]=[CH:5][C:6]([NH:9][C:10]([CH:12]2[NH:16][CH:15]([CH2:17][C:18]([CH3:21])([CH3:20])[CH3:19])[C:14]3([C:29]4[C:24](=[CH:25][C:26]([Cl:30])=[CH:27][CH:28]=4)[NH:23][C:22]3=[O:31])[CH:13]2[C:32]2[CH:37]=[C:36]([F:38])[CH:35]=[C:34]([Cl:39])[CH:33]=2)=[O:11])=[CH:7][CH:8]=1)(=[O:40])[NH2:2]. The catalyst class is: 16. (4) Reactant: [C:1]12[C:7](=[CH:8][CH:9]=[CH:10][CH:11]=1)[NH:6][C:5](=[O:12])[O:4][C:2]2=[O:3].C1(P(C2C=CC=CC=2)C2C=CC=CC=2)C=CC=CC=1.N(C(O[CH:43]([CH3:45])[CH3:44])=O)=NC(OC(C)C)=O.[N:46]1[CH:51]=CC=[CH:48][CH:47]=1. Product: [N:46]1[CH:51]=[CH:45][C:43]([CH2:44][N:6]2[C:7]3[CH:8]=[CH:9][CH:10]=[CH:11][C:1]=3[C:2](=[O:3])[O:4][C:5]2=[O:12])=[CH:48][CH:47]=1. The catalyst class is: 1.